Dataset: Full USPTO retrosynthesis dataset with 1.9M reactions from patents (1976-2016). Task: Predict the reactants needed to synthesize the given product. (1) Given the product [NH2:21][CH2:20][C:5]1[CH:6]=[C:7]([C:10]2[CH:11]=[N:12][C:13]([C:16]([F:19])([F:18])[F:17])=[N:14][CH:15]=2)[CH:8]=[CH:9][C:4]=1[C:1]([NH2:2])=[O:3], predict the reactants needed to synthesize it. The reactants are: [C:1]([C:4]1[CH:9]=[CH:8][C:7]([C:10]2[CH:11]=[N:12][C:13]([C:16]([F:19])([F:18])[F:17])=[N:14][CH:15]=2)=[CH:6][C:5]=1[CH2:20][NH:21]C(=O)OC(C)(C)C)(=[O:3])[NH2:2].Cl.O1CCOCC1. (2) Given the product [CH3:1][C@H:2]([NH:11][CH3:12])[C@H:3]([OH:10])[C:4]1[CH:5]=[CH:6][CH:7]=[CH:8][CH:9]=1.[CH3:13][C@H:14]([NH:23][CH3:24])[C@@H:15]([OH:22])[C:16]1[CH:17]=[CH:18][CH:19]=[CH:20][CH:21]=1, predict the reactants needed to synthesize it. The reactants are: [CH3:1][C@H:2]([NH:11][CH3:12])[C@H:3]([OH:10])[C:4]1[CH:5]=[CH:6][CH:7]=[CH:8][CH:9]=1.[CH3:13][C@H:14]([NH:23][CH3:24])[C@@H:15]([OH:22])[C:16]1[CH:17]=[CH:18][CH:19]=[CH:20][CH:21]=1. (3) Given the product [CH2:11]([O:10][C:8](=[O:9])[CH:7]([C:4]1[CH:5]=[CH:6][N:1]=[CH:2][CH:3]=1)[CH:24]([C:44]1[CH:49]=[CH:48][C:47]([Cl:50])=[CH:46][CH:45]=1)[C:25]1[CH:30]=[CH:29][CH:28]=[C:27]([C:31]2[CH:32]=[C:33]([CH:41]([CH3:43])[CH3:42])[CH:34]=[C:35]3[C:40]=2[N:39]=[CH:38][CH:37]=[CH:36]3)[CH:26]=1)[CH3:12], predict the reactants needed to synthesize it. The reactants are: [N:1]1[CH:6]=[CH:5][C:4]([CH2:7][C:8]([O:10][CH2:11][CH3:12])=[O:9])=[CH:3][CH:2]=1.C[Si]([N-][Si](C)(C)C)(C)C.[Na+].Cl[CH:24]([C:44]1[CH:49]=[CH:48][C:47]([Cl:50])=[CH:46][CH:45]=1)[C:25]1[CH:26]=[C:27]([C:31]2[CH:32]=[C:33]([CH:41]([CH3:43])[CH3:42])[CH:34]=[C:35]3[C:40]=2[N:39]=[CH:38][CH:37]=[CH:36]3)[CH:28]=[CH:29][CH:30]=1. (4) Given the product [NH2:32][C:11]1([CH3:17])[CH2:12][CH2:13][N:8]([C:6]([O:5][C:1]([CH3:4])([CH3:3])[CH3:2])=[O:7])[CH2:9][CH2:10]1, predict the reactants needed to synthesize it. The reactants are: [C:1]([O:5][C:6]([N:8]1[CH2:13][CH2:12][C:11]([CH3:17])(C(O)=O)[CH2:10][CH2:9]1)=[O:7])([CH3:4])([CH3:3])[CH3:2].C1(P([N:32]=[N+]=[N-])(C2C=CC=CC=2)=O)C=CC=CC=1.C(N(CC)CC)C. (5) Given the product [CH:1]([C:10]1=[CH:11][C:12]([O:14][C:9]1=[O:15])=[O:13])=[CH:2][C:3]1[CH:8]=[CH:7][CH:6]=[CH:5][CH:4]=1, predict the reactants needed to synthesize it. The reactants are: [CH2:1]=[CH:2][C:3]1[CH:8]=[CH:7][CH:6]=[CH:5][CH:4]=1.[C:9]1(=[O:15])[O:14][C:12](=[O:13])[CH:11]=[CH:10]1. (6) Given the product [F:25][C:21]1[CH:20]=[C:19]([CH:24]=[CH:23][CH:22]=1)[CH2:18][O:17][C:14]1[CH:15]=[CH:16][N:11]([CH2:10][CH2:9][C:6]2[CH:7]=[CH:8][C:3]([CH2:2][N:27]3[CH2:31][CH2:30][CH2:29][CH2:28]3)=[CH:4][CH:5]=2)[C:12](=[O:26])[CH:13]=1, predict the reactants needed to synthesize it. The reactants are: Br[CH2:2][C:3]1[CH:8]=[CH:7][C:6]([CH2:9][CH2:10][N:11]2[CH:16]=[CH:15][C:14]([O:17][CH2:18][C:19]3[CH:24]=[CH:23][CH:22]=[C:21]([F:25])[CH:20]=3)=[CH:13][C:12]2=[O:26])=[CH:5][CH:4]=1.[NH:27]1[CH2:31][CH2:30][CH2:29][CH2:28]1. (7) Given the product [F:29][C:2]([F:1])([F:30])[C:3]1[CH:8]=[CH:7][CH:6]=[CH:5][C:4]=1[C:9]1[CH:10]=[C:11]2[C:16](=[CH:17][CH:18]=1)[N:15]=[CH:14][CH:13]=[C:12]2[S:19][C:20]1([C:24]([OH:26])=[O:25])[CH2:21][CH2:22][CH2:23]1, predict the reactants needed to synthesize it. The reactants are: [F:1][C:2]([F:30])([F:29])[C:3]1[CH:8]=[CH:7][CH:6]=[CH:5][C:4]=1[C:9]1[CH:10]=[C:11]2[C:16](=[CH:17][CH:18]=1)[N:15]=[CH:14][CH:13]=[C:12]2[S:19][C:20]1([C:24]([O:26]CC)=[O:25])[CH2:23][CH2:22][CH2:21]1.O.[OH-].[Li+].Cl.ClCCl.